From a dataset of Catalyst prediction with 721,799 reactions and 888 catalyst types from USPTO. Predict which catalyst facilitates the given reaction. Reactant: [Al+3].[Cl-].[Cl-].[Cl-].[Br:5][CH2:6][C:7](Br)=[O:8].[C:10]1([CH2:16][CH2:17][CH2:18][CH2:19][CH2:20][CH2:21][CH2:22][CH2:23][CH2:24][CH2:25][CH2:26][CH3:27])[CH:15]=[CH:14][CH:13]=[CH:12][CH:11]=1. Product: [Br:5][CH2:6][C:7]([C:13]1[CH:12]=[CH:11][C:10]([CH2:16][CH2:17][CH2:18][CH2:19][CH2:20][CH2:21][CH2:22][CH2:23][CH2:24][CH2:25][CH2:26][CH3:27])=[CH:15][CH:14]=1)=[O:8]. The catalyst class is: 68.